This data is from Reaction yield outcomes from USPTO patents with 853,638 reactions. The task is: Predict the reaction yield, written as a fraction of the theoretical maximum amount of product (1.0 means a 100% yield; for example, 0.34 means a 34% yield). (1) The reactants are [CH3:1][C:2]1[O:6][N:5]=[C:4]([C:7]2[CH:12]=[CH:11][CH:10]=[CH:9][CH:8]=2)[C:3]=1[CH2:13][O:14][C:15]1[CH:23]=[CH:22][C:18]([C:19]([OH:21])=O)=[CH:17][N:16]=1.[O:24]=[S:25]1(=[O:31])[CH2:29][CH2:28][CH:27]([NH2:30])[CH2:26]1. No catalyst specified. The product is [O:24]=[S:25]1(=[O:31])[CH2:29][CH2:28][CH:27]([NH:30][C:19](=[O:21])[C:18]2[CH:22]=[CH:23][C:15]([O:14][CH2:13][C:3]3[C:4]([C:7]4[CH:8]=[CH:9][CH:10]=[CH:11][CH:12]=4)=[N:5][O:6][C:2]=3[CH3:1])=[N:16][CH:17]=2)[CH2:26]1. The yield is 0.540. (2) The reactants are [CH3:1][O:2][C:3]1[CH:4]=[C:5]([C:9]2[CH:17]=[CH:16][CH:15]=[C:14]3[C:10]=2[CH2:11][C:12](=[O:18])[NH:13]3)[CH:6]=[CH:7][CH:8]=1.[CH2:19]([N:21]([CH2:36][CH3:37])[CH2:22][CH2:23][NH:24][C:25]([C:27]1[C:31]([CH3:32])=[C:30]([CH:33]=O)[NH:29][C:28]=1[CH3:35])=[O:26])[CH3:20]. The catalyst is C(O)C.N1CCCCC1. The product is [CH2:36]([N:21]([CH2:19][CH3:20])[CH2:22][CH2:23][NH:24][C:25]([C:27]1[C:31]([CH3:32])=[C:30]([CH:33]=[C:11]2[C:10]3[C:14](=[CH:15][CH:16]=[CH:17][C:9]=3[C:5]3[CH:6]=[CH:7][CH:8]=[C:3]([O:2][CH3:1])[CH:4]=3)[NH:13][C:12]2=[O:18])[NH:29][C:28]=1[CH3:35])=[O:26])[CH3:37]. The yield is 0.780. (3) The product is [OH:14][CH:10]([CH2:11][CH2:12][CH3:13])[C:4](=[O:16])[CH:1]([CH3:3])[CH3:2]. The yield is 0.910. The reactants are [CH:1]([C:4]1([CH:10]([OH:14])[CH2:11][CH2:12][CH3:13])SCCCS1)([CH3:3])[CH3:2].C[OH:16]. The catalyst is C(#N)C.